From a dataset of Full USPTO retrosynthesis dataset with 1.9M reactions from patents (1976-2016). Predict the reactants needed to synthesize the given product. (1) The reactants are: [CH3:1][N:2]([CH3:29])[S:3]([N:6]1[CH2:11][CH2:10][N:9]([C:12]2[N:17]=[C:16]([CH:18]([O:20]CC3C=CC=CC=3)[CH3:19])[N:15]=[C:14](Cl)[N:13]=2)[CH2:8][CH2:7]1)(=[O:5])=[O:4].Cl.C([O-])=O.[NH4+]. Given the product [CH3:29][N:2]([CH3:1])[S:3]([N:6]1[CH2:11][CH2:10][N:9]([C:12]2[N:17]=[C:16]([CH:18]([OH:20])[CH3:19])[N:15]=[CH:14][N:13]=2)[CH2:8][CH2:7]1)(=[O:5])=[O:4], predict the reactants needed to synthesize it. (2) Given the product [C:10]([C:4](=[C:3]([S:12][CH3:13])[NH:14][C:15]1[CH:20]=[CH:19][CH:18]=[CH:17][CH:16]=1)[C:5]([O:7][CH2:8][CH3:9])=[O:6])#[N:11], predict the reactants needed to synthesize it. The reactants are: CS[C:3]([S:12][CH3:13])=[C:4]([C:10]#[N:11])[C:5]([O:7][CH2:8][CH3:9])=[O:6].[NH2:14][C:15]1[CH:20]=[CH:19][CH:18]=[CH:17][CH:16]=1. (3) Given the product [CH2:1]([O:3][C:4](=[O:19])[CH2:5][CH2:6][CH2:7][N:8]1[C:12]2[N:13]=[C:14]([CH3:18])[N:15]=[C:16]([NH:28][CH2:27][C@H:26]([NH:29][C:30]([O:32][CH2:33][C:34]3[CH:35]=[CH:36][CH:37]=[CH:38][CH:39]=3)=[O:31])[C:25]([O:24][C:20]([CH3:22])([CH3:23])[CH3:21])=[O:40])[C:11]=2[CH:10]=[CH:9]1)[CH3:2], predict the reactants needed to synthesize it. The reactants are: [CH2:1]([O:3][C:4](=[O:19])[CH2:5][CH2:6][CH2:7][N:8]1[C:12]2[N:13]=[C:14]([CH3:18])[N:15]=[C:16](Cl)[C:11]=2[CH:10]=[CH:9]1)[CH3:2].[C:20]([O:24][C:25](=[O:40])[C@@H:26]([NH:29][C:30]([O:32][CH2:33][C:34]1[CH:39]=[CH:38][CH:37]=[CH:36][CH:35]=1)=[O:31])[CH2:27][NH2:28])([CH3:23])([CH3:22])[CH3:21].C(N(CC)CC)C. (4) Given the product [CH2:1]([O:3][C:4](=[O:20])[CH:5]([N:6]=[C:7]([C:14]1[CH:19]=[CH:18][CH:17]=[CH:16][CH:15]=1)[C:8]1[CH:9]=[CH:10][CH:11]=[CH:12][CH:13]=1)[CH2:27][C:26]1[CH:29]=[CH:30][CH:31]=[C:24]([O:23][CH:22]([F:21])[F:32])[CH:25]=1)[CH3:2], predict the reactants needed to synthesize it. The reactants are: [CH2:1]([O:3][C:4](=[O:20])[CH2:5][N:6]=[C:7]([C:14]1[CH:19]=[CH:18][CH:17]=[CH:16][CH:15]=1)[C:8]1[CH:13]=[CH:12][CH:11]=[CH:10][CH:9]=1)[CH3:2].[F:21][CH:22]([F:32])[O:23][C:24]1[CH:25]=[C:26]([CH:29]=[CH:30][CH:31]=1)[CH2:27]Br.C(N=P1(N(CC)CC)N(C)CCCN1C)(C)(C)C. (5) Given the product [CH3:34][C:35]([CH3:40])([CH3:39])[CH2:36][CH2:30][O:29][C:27](=[O:28])[NH:1][C:2]1[N:7]=[N:6][C:5]([N:8]2[CH2:9][CH2:10][N:11]([C:14](=[O:15])[C:16]3[CH:21]=[CH:20][CH:19]=[CH:18][C:17]=3[C:22]([F:25])([F:24])[F:23])[CH2:12][CH2:13]2)=[CH:4][CH:3]=1, predict the reactants needed to synthesize it. The reactants are: [NH2:1][C:2]1[N:7]=[N:6][C:5]([N:8]2[CH2:13][CH2:12][N:11]([C:14]([C:16]3[CH:21]=[CH:20][CH:19]=[CH:18][C:17]=3[C:22]([F:25])([F:24])[F:23])=[O:15])[CH2:10][CH2:9]2)=[CH:4][CH:3]=1.Cl[C:27]([O:29][C:30](Cl)(Cl)Cl)=[O:28].[CH3:34][C:35]([CH3:40])([CH3:39])[CH2:36]CO.C(N(CC)CC)C.